Dataset: Forward reaction prediction with 1.9M reactions from USPTO patents (1976-2016). Task: Predict the product of the given reaction. (1) Given the reactants [NH:1]1[CH2:9][CH2:8][CH:4]([C:5]([NH2:7])=[O:6])[CH2:3][CH2:2]1.[F:10][C:11]([F:16])([F:15])[CH2:12][CH2:13]I.C(=O)([O-])[O-].[K+].[K+], predict the reaction product. The product is: [F:10][C:11]([F:16])([F:15])[CH2:12][CH2:13][N:1]1[CH2:9][CH2:8][CH:4]([C:5]([NH2:7])=[O:6])[CH2:3][CH2:2]1. (2) Given the reactants [H-].[Na+].C([O:5][C:6](=[O:33])[C:7]([CH3:32])([O:25][C:26]1[CH:31]=[CH:30][CH:29]=[CH:28][CH:27]=1)[CH2:8][C:9]1[CH:14]=[CH:13][C:12]([O:15][CH2:16][CH2:17][CH:18]2[CH2:22][NH:21][C:20](=[O:23])[N:19]2[CH3:24])=[CH:11][CH:10]=1)C.[F:34][C:35]1[CH:42]=[CH:41][C:38]([CH2:39]Br)=[CH:37][C:36]=1[C:43]([F:46])([F:45])[F:44], predict the reaction product. The product is: [F:34][C:35]1[CH:42]=[CH:41][C:38]([CH2:39][N:21]2[CH2:22][CH:18]([CH2:17][CH2:16][O:15][C:12]3[CH:11]=[CH:10][C:9]([CH2:8][C:7]([CH3:32])([O:25][C:26]4[CH:27]=[CH:28][CH:29]=[CH:30][CH:31]=4)[C:6]([OH:5])=[O:33])=[CH:14][CH:13]=3)[N:19]([CH3:24])[C:20]2=[O:23])=[CH:37][C:36]=1[C:43]([F:44])([F:45])[F:46]. (3) The product is: [Cl:1][C:2]1[CH:3]=[C:4]([CH:17]=[CH:18][CH:19]=1)[CH2:5][C:6]1[NH:7][C:8](=[O:16])[C:9]([C:14]#[N:15])=[C:10]([NH:23][CH2:20][CH2:21][CH3:22])[N:11]=1. Given the reactants [Cl:1][C:2]1[CH:3]=[C:4]([CH:17]=[CH:18][CH:19]=1)[CH2:5][C:6]1[NH:7][C:8](=[O:16])[C:9]([C:14]#[N:15])=[C:10](SC)[N:11]=1.[CH2:20]([NH2:23])[CH2:21][CH3:22], predict the reaction product. (4) Given the reactants [NH2:1][CH:2]([C:4]([OH:6])=[O:5])[CH3:3].C(N(CC)CC)C.C[Si](Cl)(C)C.[CH:19]1([C:24](Cl)=[O:25])[CH2:23][CH2:22][CH2:21][CH2:20]1, predict the reaction product. The product is: [CH:19]1([C:24]([NH:1][CH:2]([CH3:3])[C:4]([OH:6])=[O:5])=[O:25])[CH2:23][CH2:22][CH2:21][CH2:20]1. (5) Given the reactants [CH3:1][C:2]1[CH:3]=[CH:4][N:5]2[C:10]=1[C:9](=[O:11])[N:8]([C:12]1[CH:17]=[CH:16][CH:15]=[CH:14][CH:13]=1)[C:7]([C@@H:18]([NH:20][C:21]1[C:22]3[C:29]([C:30]4[CH:38]=[C:37]5[C:33]([CH:34]=[CH:35][NH:36]5)=[C:32]([NH:39][S:40]([CH3:43])(=[O:42])=[O:41])[CH:31]=4)=[CH:28][N:27](COCC[Si](C)(C)C)[C:23]=3[N:24]=[CH:25][N:26]=1)[CH3:19])=[N:6]2.FC(F)(F)C(O)=O.N, predict the reaction product. The product is: [CH3:1][C:2]1[CH:3]=[CH:4][N:5]2[C:10]=1[C:9](=[O:11])[N:8]([C:12]1[CH:17]=[CH:16][CH:15]=[CH:14][CH:13]=1)[C:7]([C@@H:18]([NH:20][C:21]1[C:22]3[C:29]([C:30]4[CH:38]=[C:37]5[C:33]([CH:34]=[CH:35][NH:36]5)=[C:32]([NH:39][S:40]([CH3:43])(=[O:42])=[O:41])[CH:31]=4)=[CH:28][NH:27][C:23]=3[N:24]=[CH:25][N:26]=1)[CH3:19])=[N:6]2.